Dataset: Reaction yield outcomes from USPTO patents with 853,638 reactions. Task: Predict the reaction yield, written as a fraction of the theoretical maximum amount of product (1.0 means a 100% yield; for example, 0.34 means a 34% yield). (1) The reactants are [C:1]([O:5][C:6]([N:8]([CH2:27][CH:28]([CH3:30])[CH3:29])[CH2:9][CH2:10][CH2:11][O:12][C:13]1[CH:14]=[C:15]([C:23](OC)=[O:24])[CH:16]=[C:17]([CH:22]=1)[C:18](OC)=[O:19])=[O:7])([CH3:4])([CH3:3])[CH3:2].[H-].[H-].[H-].[H-].[Li+].[Al+3]. The catalyst is C1COCC1. The product is [OH:24][CH2:23][C:15]1[CH:14]=[C:13]([CH:22]=[C:17]([CH2:18][OH:19])[CH:16]=1)[O:12][CH2:11][CH2:10][CH2:9][N:8]([CH2:27][CH:28]([CH3:29])[CH3:30])[C:6](=[O:7])[O:5][C:1]([CH3:2])([CH3:3])[CH3:4]. The yield is 0.540. (2) The reactants are [CH2:1]([N:8]1[CH:12]=[C:11]([C:13](OCC)=[O:14])[C:10]([O:18][CH2:19][C:20]2[CH:25]=[CH:24][C:23]([O:26][CH2:27][C:28]3[N:29]=[C:30]([C:34]4[O:35][CH:36]=[CH:37][CH:38]=4)[O:31][C:32]=3[CH3:33])=[C:22]([OH:39])[CH:21]=2)=[N:9]1)[C:2]1[CH:7]=[CH:6][CH:5]=[CH:4][CH:3]=1.[H-].[Al+3].[Li+].[H-].[H-].[H-].O.O.O.O.O.O.O.O.O.O.S([O-])([O-])(=O)=O.[Na+].[Na+]. The catalyst is O1CCCC1.C(OCC)(=O)C. The product is [CH2:1]([N:8]1[CH:12]=[C:11]([CH2:13][OH:14])[C:10]([O:18][CH2:19][C:20]2[CH:25]=[CH:24][C:23]([O:26][CH2:27][C:28]3[N:29]=[C:30]([C:34]4[O:35][CH:36]=[CH:37][CH:38]=4)[O:31][C:32]=3[CH3:33])=[C:22]([OH:39])[CH:21]=2)=[N:9]1)[C:2]1[CH:3]=[CH:4][CH:5]=[CH:6][CH:7]=1. The yield is 0.650. (3) The reactants are [SH:1][C:2]1[N:3]=[C:4]([N:16]([CH3:18])[CH3:17])[C:5]2[CH2:6][CH2:7][C:8]([CH3:15])([CH3:14])[CH2:9][C:10]=2[C:11]=1[C:12]#[N:13].C(=O)([O-])[O-].[K+].[K+].Cl[CH2:26][C:27]([NH2:29])=[O:28]. The catalyst is C(O)C. The product is [NH2:13][C:12]1[C:11]2[C:10]3[CH2:9][C:8]([CH3:14])([CH3:15])[CH2:7][CH2:6][C:5]=3[C:4]([N:16]([CH3:18])[CH3:17])=[N:3][C:2]=2[S:1][C:26]=1[C:27]([NH2:29])=[O:28]. The yield is 0.990.